From a dataset of Forward reaction prediction with 1.9M reactions from USPTO patents (1976-2016). Predict the product of the given reaction. (1) The product is: [Cl:1][C:2]1[CH:3]=[C:4]2[C:8](=[CH:9][CH:10]=1)[NH:7][C:6](=[O:11])[CH:5]2[CH2:12][C:13]1[O:14][C:15]([C:18]2[CH:23]=[CH:22][CH:21]=[C:20]([C:24]([N:26]3[CH2:32][CH2:31][CH2:30][N:29]([CH3:33])[CH2:28][CH2:27]3)=[O:25])[CH:19]=2)=[CH:16][CH:17]=1. Given the reactants [Cl:1][C:2]1[CH:3]=[C:4]2[C:8](=[CH:9][CH:10]=1)[NH:7][C:6](=[O:11])[C:5]2=[CH:12][C:13]1[O:14][C:15]([C:18]2[CH:23]=[CH:22][CH:21]=[C:20]([C:24]([N:26]3[CH2:32][CH2:31][CH2:30][N:29]([CH3:33])[CH2:28][CH2:27]3)=[O:25])[CH:19]=2)=[CH:16][CH:17]=1.[BH4-].[Na+].O, predict the reaction product. (2) Given the reactants C[O:2][C:3](=O)[C:4]([C:6]1[C:14]2[C:9](=[CH:10][C:11]([C:15]3[CH:20]=[CH:19][N:18]=[CH:17][CH:16]=3)=[CH:12][CH:13]=2)[NH:8][CH:7]=1)=O.[C:22]1([CH2:34][C:35]([NH2:37])=[O:36])[C:32]2=[C:33]3[C:28](=[CH:29][CH:30]=[CH:31]2)[CH2:27][CH2:26][CH2:25][N:24]3[CH:23]=1, predict the reaction product. The product is: [C:22]1([C:34]2[C:35](=[O:36])[NH:37][C:3](=[O:2])[C:4]=2[C:6]2[C:14]3[C:9](=[CH:10][C:11]([C:15]4[CH:16]=[CH:17][N:18]=[CH:19][CH:20]=4)=[CH:12][CH:13]=3)[NH:8][CH:7]=2)[C:32]2=[C:33]3[C:28](=[CH:29][CH:30]=[CH:31]2)[CH2:27][CH2:26][CH2:25][N:24]3[CH:23]=1. (3) Given the reactants Br[C:2]1[CH:7]=[CH:6][C:5]([C:8]([F:11])([F:10])[F:9])=[CH:4][CH:3]=1.[Mg].II.[N:15]1[C:24]2[C:19](=[CH:20][CH:21]=[N:22][CH:23]=2)[CH:18]=[CH:17][CH:16]=1.Cl[C:26]([O:28][CH2:29][CH3:30])=[O:27].N#N, predict the reaction product. The product is: [F:9][C:8]([F:11])([F:10])[C:5]1[CH:6]=[CH:7][C:2]([CH:23]2[C:24]3[N:15]=[CH:16][CH:17]=[CH:18][C:19]=3[CH:20]=[CH:21][N:22]2[C:26]([O:28][CH2:29][CH3:30])=[O:27])=[CH:3][CH:4]=1.